The task is: Predict the reactants needed to synthesize the given product.. This data is from Full USPTO retrosynthesis dataset with 1.9M reactions from patents (1976-2016). (1) Given the product [CH2:6]([O:8][C:9]([C:11]1[CH:12]=[CH:13][C:14]([C:21]2[C:22]([F:31])=[C:23]([O:29][CH3:30])[CH:24]=[C:25]([O:27][CH3:28])[C:26]=2[Cl:4])=[C:15]2[C:20]=1[N:19]=[CH:18][CH:17]=[CH:16]2)=[O:10])[CH3:7], predict the reactants needed to synthesize it. The reactants are: S(Cl)([Cl:4])(=O)=O.[CH2:6]([O:8][C:9]([C:11]1[CH:12]=[CH:13][C:14]([C:21]2[CH:26]=[C:25]([O:27][CH3:28])[CH:24]=[C:23]([O:29][CH3:30])[C:22]=2[F:31])=[C:15]2[C:20]=1[N:19]=[CH:18][CH:17]=[CH:16]2)=[O:10])[CH3:7]. (2) Given the product [ClH:5].[OH:7][C:8]1[CH:39]=[CH:38][C:11]2[C@@H:12]3[C@H:16]([CH2:17][CH2:18][C:10]=2[CH:9]=1)[N:15]=[C:14]([NH:19][CH2:20][C@H:21]1[CH2:22][CH2:23][C@H:24]([CH2:27][NH:28][S:29]([C:32]2[CH:33]=[CH:34][CH:35]=[CH:36][CH:37]=2)(=[O:31])=[O:30])[CH2:25][CH2:26]1)[CH2:13]3, predict the reactants needed to synthesize it. The reactants are: B(Br)(Br)Br.[ClH:5].C[O:7][C:8]1[CH:39]=[CH:38][C:11]2[C@@H:12]3[C@H:16]([CH2:17][CH2:18][C:10]=2[CH:9]=1)[N:15]=[C:14]([NH:19][CH2:20][C@H:21]1[CH2:26][CH2:25][C@H:24]([CH2:27][NH:28][S:29]([C:32]2[CH:37]=[CH:36][CH:35]=[CH:34][CH:33]=2)(=[O:31])=[O:30])[CH2:23][CH2:22]1)[CH2:13]3.C(N(CC)CC)C.CO. (3) Given the product [Cl:17][C:18]1[C:19]([CH3:32])=[CH:20][C:21]2[C:22]3[CH2:30][N:29]([CH3:31])[CH2:28][CH2:27][C:23]=3[N:24]([CH2:35][C:36]([C:39]3[CH:40]=[N:41][CH:42]=[CH:43][CH:44]=3)([OH:37])[CH3:38])[C:25]=2[CH:26]=1, predict the reactants needed to synthesize it. The reactants are: ClC1C2C3CN(C)CCC=3NC=2C=CC=1C.[Cl:17][C:18]1[C:19]([CH3:32])=[CH:20][C:21]2[C:22]3[CH2:30][N:29]([CH3:31])[CH2:28][CH2:27][C:23]=3[NH:24][C:25]=2[CH:26]=1.[H-].[Na+].[CH3:35][C:36]1([C:39]2[CH:40]=[N:41][CH:42]=[CH:43][CH:44]=2)[CH2:38][O:37]1. (4) The reactants are: [C:1]([OH:16])(=[O:15])[CH2:2][CH2:3][CH2:4][CH2:5][CH2:6][CH2:7][CH2:8][CH2:9][CH2:10][CH2:11][CH2:12][CH2:13][CH3:14].O[CH2:18][CH:19]([NH:22][C:23](=[O:29])[O:24][C:25]([CH3:28])([CH3:27])[CH3:26])[CH2:20][OH:21].CN1[CH2:36][CH2:35][O:34]CC1.Cl.C(N=C=N[CH2:43][CH2:44][CH2:45]N(C)C)C. Given the product [C:1]([O:16][CH2:18][CH:19]([NH:22][C:23]([O:24][C:25]([CH3:28])([CH3:27])[CH3:26])=[O:29])[CH2:20][O:21][C:35](=[O:34])[CH2:36][CH2:1][CH2:2][CH2:3][CH2:4][CH2:5][CH2:6][CH2:7][CH2:8][CH2:9][CH2:45][CH2:44][CH3:43])(=[O:15])[CH2:2][CH2:3][CH2:4][CH2:5][CH2:6][CH2:7][CH2:8][CH2:9][CH2:10][CH2:11][CH2:12][CH2:13][CH3:14], predict the reactants needed to synthesize it.